This data is from Experimentally validated miRNA-target interactions with 360,000+ pairs, plus equal number of negative samples. The task is: Binary Classification. Given a miRNA mature sequence and a target amino acid sequence, predict their likelihood of interaction. (1) The miRNA is hsa-miR-101-3p with sequence UACAGUACUGUGAUAACUGAA. The protein sequence of the target gene is MQPLWLCWALWVLPLASPGAALTGEQLLGSLLRQLQLKEVPTLDRADMEELVIPTHVRAQYVALLQRSHGDRSRGKRFSQSFREVAGRFLALEASTHLLVFGMEQRLPPNSELVQAVLRLFQEPVPKAALHRHGRLSPRSARARVTVEWLRVRDDGSNRTSLIDSRLVSVHESGWKAFDVTEAVNFWQQLSRPRQPLLLQVSVQREHLGPLASGAHKLVRFASQGAPAGLGEPQLELHTLDLGDYGAQGDCDPEAPMTEGTRCCRQEMYIDLQGMKWAENWVLEPPGFLAYECVGTCRQP.... Result: 1 (interaction). (2) The protein sequence of the target gene is MGGGDLNLKKSWHPQTLRNVEKVWKAEQKHEAERKKIEELQRELREERAREEMQRYAEDVGAVKKKEEKLDWMYQGPGGMVNRDEYLLGRPIDKYVFEKMEEKEAGCSSETGLLPGSIFAPSGANSLLDMASKIREDPLFIIRKKEEEKKREVLNNPVKMKKIKELLQMSLEKKEKKKKKEKKKKHKKHKHRSSSSDRSSSEDEHSAGRSQKKMANSSPVLSKVPGYGLQVRNSDRNQGLQGPLTAEQKRGHGMKNHSRSRSSSHSPPRHASKKSTREAGSRDRRSRSLGRRSRSPRPSK.... Result: 0 (no interaction). The miRNA is hsa-miR-3138 with sequence UGUGGACAGUGAGGUAGAGGGAGU. (3) The miRNA is rno-miR-292-5p with sequence ACUCAAACUGGGGGCUCUUUUG. The protein sequence of the target gene is MTQQGAALQNYNNELVKCIEELCQKREELCRQIQEEEDEKQRLQNEVRQLTEKLARVNENLARKIASRNEFDRTIAETEAAYLKILESSQTLLSVLKREAGNLTKATAPDQKSSGGRDS. Result: 0 (no interaction). (4) The miRNA is hsa-miR-3925-3p with sequence ACUCCAGUUUUAGUUCUCUUG. The protein sequence of the target gene is MALRPSKGDGSAGRWDRGAGKADFNAKRKKKVAEIHQALNSDPIDLAALRRMAISEGGLLTDEIRCQVWPKLLNVNTSEPPPVSRKDLRDMSKDYQQVLLDVRRSLRRFPPGMPDEQREGLQEELIDIILLVLDRNPQLHYYQGYHDIVVTFLLVVGERLATSLVEKLSTHHLRDFMDPTMDNTKHILNYLMPIIDQVSPELHDFMQSAEVGTIFALSWLITWFGHVLMDFRHVVRLYDFFLACHPLMPIYFAAVIVLYREQEVLDCDCDMASVHHLLSQIPQDLPYETLISRAGDLFVQ.... Result: 0 (no interaction). (5) The miRNA is hsa-miR-588 with sequence UUGGCCACAAUGGGUUAGAAC. The protein sequence of the target gene is MAPPSRHCLLLISTLGVFALNCFTKGQKNSTLIFTRENTIRNCSCSADIRDCDYSLANLMCNCKTVLPLAVERTSYNGHLTIWFTDTSALGHLLNFTLVQDLKLSLCSTNTLPTEYLAICGLKRLRINMEAKHPFPEQSLLIHSGGDSDSREKPMWLHKGWQPCMYISFLDMALFNRDSAFKSYSIENVTSIANNFPDFSYFRTFPMPSNKSYVVTFIY. Result: 0 (no interaction). (6) The miRNA is hsa-miR-4719 with sequence UCACAAAUCUAUAAUAUGCAGG. The protein sequence of the target gene is MGTATGAGYFQRGSLFWFTVITVSFGYYTWAVFWPQSIPYQSLGPLGPFTKYLVDHYHTFLRNGYWLAWLIHVGESLYALVLCKRKGITDVQAQLLWFLQTFLFGVASLSILIAYRSKRQKHN. Result: 0 (no interaction). (7) The miRNA is mmu-miR-495-3p with sequence AAACAAACAUGGUGCACUUCUU. The protein sequence of the target gene is MPQLDSGGGGAGRGDDLGAPDELLAFQDEGEEQDDKNRDSPVGPERDLAELKSSLVNESEGAAAGAGVPGPGVRVHGEAEGAPEALGREHTSQRLFPDKLPESLEDGLKAPECTSGMYKETVYSAFNLLMPYPPASGAGQHPQPQPPLHNKPGQPPHGVPQLSPLYEHFSSPHPTPAPADISQKQGVHRPLQTPDLSGFYSLTSGSMGQLPHTVSWPSPPLYPLSPSCGYRQHFPAPTAAPGAPYPRFTHPSLMLGSGVPGHPAAIPHPAIVPSSGKQELQPYDRNLKTQAEPKAEKEAK.... Result: 1 (interaction).